Dataset: Full USPTO retrosynthesis dataset with 1.9M reactions from patents (1976-2016). Task: Predict the reactants needed to synthesize the given product. (1) Given the product [CH:1]1([CH2:4][N:5]2[C:9]3[CH:10]=[CH:11][C:12]([S:14]([N:32]4[CH2:33][CH2:34][N:29]([CH3:28])[CH2:30][CH2:31]4)(=[O:16])=[O:15])=[CH:13][C:8]=3[N:7]=[C:6]2[CH2:18][C:19]2[CH:24]=[CH:23][C:22]([O:25][CH2:26][CH3:27])=[CH:21][CH:20]=2)[CH2:3][CH2:2]1.[ClH:17], predict the reactants needed to synthesize it. The reactants are: [CH:1]1([CH2:4][N:5]2[C:9]3[CH:10]=[CH:11][C:12]([S:14]([Cl:17])(=[O:16])=[O:15])=[CH:13][C:8]=3[N:7]=[C:6]2[CH2:18][C:19]2[CH:24]=[CH:23][C:22]([O:25][CH2:26][CH3:27])=[CH:21][CH:20]=2)[CH2:3][CH2:2]1.[CH3:28][N:29]1[CH2:34][CH2:33][NH:32][CH2:31][CH2:30]1. (2) Given the product [CH2:1]([N:8]1[CH2:12][C@:11]2([OH:18])[C@@H:10]([CH2:15][NH:14][CH2:13]2)[CH2:9]1)[C:2]1[CH:3]=[CH:4][CH:5]=[CH:6][CH:7]=1, predict the reactants needed to synthesize it. The reactants are: [CH2:1]([N:8]1[CH2:12][C@:11]2([OH:18])[C:13](=O)[NH:14][C:15](=O)[C@@H:10]2[CH2:9]1)[C:2]1[CH:7]=[CH:6][CH:5]=[CH:4][CH:3]=1.[H-].[H-].[H-].[H-].[Li+].[Al+3]. (3) Given the product [C:14]([C:13]1[CH:12]=[CH:11][C:10]([C:9](=[O:18])[CH2:5][C:4]([O:3][CH2:2][CH3:1])=[O:19])=[CH:17][CH:16]=1)#[N:15], predict the reactants needed to synthesize it. The reactants are: [CH3:1][C:2]1(C)OC(=O)[C:5](=[C:9]([OH:18])[C:10]2[CH:17]=[CH:16][C:13]([C:14]#[N:15])=[CH:12][CH:11]=2)[C:4](=[O:19])[O:3]1. (4) Given the product [N+:47]([C:42]1[CH:43]=[CH:44][CH:45]=[CH:46][C:41]=1[S:38]([N:25]([CH2:24][C:23]1[CH:22]=[CH:21][C:20]([CH2:19][C:17]2[C:16]3[C:11](=[CH:12][CH:13]=[CH:14][CH:15]=3)[NH:10][C:9]=2[C:3]2[CH:8]=[CH:7][CH:6]=[CH:5][CH:4]=2)=[CH:51][CH:50]=1)[C:26]1[CH:31]=[CH:30][C:29]([CH2:32][CH2:33][C:34]([O:36][CH3:37])=[O:35])=[CH:28][CH:27]=1)(=[O:40])=[O:39])([O-:49])=[O:48], predict the reactants needed to synthesize it. The reactants are: [H-].[Na+].[C:3]1([C:9]2[NH:10][C:11]3[C:16]([CH:17]=2)=[CH:15][CH:14]=[CH:13][CH:12]=3)[CH:8]=[CH:7][CH:6]=[CH:5][CH:4]=1.Cl[CH2:19][C:20]1[CH:51]=[CH:50][C:23]([CH2:24][N:25]([S:38]([C:41]2[CH:46]=[CH:45][CH:44]=[CH:43][C:42]=2[N+:47]([O-:49])=[O:48])(=[O:40])=[O:39])[C:26]2[CH:31]=[CH:30][C:29]([CH2:32][CH2:33][C:34]([O:36][CH3:37])=[O:35])=[CH:28][CH:27]=2)=[CH:22][CH:21]=1.C(O)(=O)CC(CC(O)=O)(C(O)=O)O.[N+](C1C=CC=CC=1S(N(CC1C=CC(CN2C3C(=CC=CC=3)C=C2C2C=CC=CC=2)=CC=1)C1C=CC(CCC(OC)=O)=CC=1)(=O)=O)([O-])=O. (5) Given the product [N:48]1[CH:49]=[CH:50][CH:51]=[C:46]([O:45][CH2:44][CH:32]2[CH2:33][NH:34][CH2:35][CH2:36][N:31]2[C:23]2[O:22][C:26]3[CH:27]=[CH:28][CH:29]=[CH:30][C:25]=3[N:24]=2)[CH:47]=1, predict the reactants needed to synthesize it. The reactants are: Cl.O1CCOCC1.OC(C(F)(F)F)=O.OC(C(F)(F)F)=O.[O:22]1[C:26]2[CH:27]=[CH:28][CH:29]=[CH:30][C:25]=2[N:24]=[C:23]1[N:31]1[CH2:36][CH2:35][N:34](C(OC(C)(C)C)=O)[CH2:33][CH:32]1[CH2:44][O:45][C:46]1[CH:47]=[N:48][CH:49]=[CH:50][CH:51]=1.